From a dataset of Kir2.1 potassium channel HTS with 301,493 compounds. Binary Classification. Given a drug SMILES string, predict its activity (active/inactive) in a high-throughput screening assay against a specified biological target. (1) The result is 0 (inactive). The compound is Clc1n(nc(c1/C=C(\C(=O)Nc1cc(OC)c(OC)cc1)C#N)C)c1ccc(F)cc1. (2) The compound is S(C(C(=O)Nc1scc(n1)c1ccccc1)C)c1sc(Nc2ccccc2)nn1. The result is 0 (inactive). (3) The compound is O(C(C)C)C(=O)c1ccc(NC(=O)c2occc2)cc1. The result is 0 (inactive). (4) The molecule is FC(F)(F)C1(O)C2=C(N(C1=O)Cc1ccccc1)CC(CC2=O)(C)C. The result is 0 (inactive). (5) The drug is Fc1c(N(C(C(=O)NC2CCCC2)c2ccncc2)C(=O)Cn2nc(nn2)c2oc(cc2)C)cccc1. The result is 0 (inactive). (6) The compound is S(=O)(=O)(N1CCC(CC1)C(=O)NCc1cc(OC)ccc1)c1ccc(F)cc1. The result is 0 (inactive). (7) The compound is O1CCN(CCN2C(C(=C(O)C2=O)C(=O)c2oc3c(c2)cccc3)c2cc(OC)c(OCCC(C)C)cc2)CC1. The result is 0 (inactive). (8) The drug is Oc1c2c3c4C(N(CCc4ccc3)CCC)Cc2ccc1O. The result is 0 (inactive). (9) The molecule is S(=O)(=O)(NCC(=O)Nc1c(OCC)cccc1)c1cc2sc(nc2cc1)C. The result is 0 (inactive). (10) The drug is Brc1c(c(c(c(C(OC2CCN(CC2)C)=O)c1)C)C)C. The result is 1 (active).